This data is from Full USPTO retrosynthesis dataset with 1.9M reactions from patents (1976-2016). The task is: Predict the reactants needed to synthesize the given product. (1) Given the product [Br:1][C:2]1[CH:14]=[CH:13][C:12]2[C:11]3[C:6](=[CH:7][CH:8]=[CH:9][CH:10]=3)[N:5]([C:20]3[CH:19]=[C:18]([CH:15]([CH3:17])[CH3:16])[CH:23]=[CH:22][N:21]=3)[C:4]=2[CH:3]=1, predict the reactants needed to synthesize it. The reactants are: [Br:1][C:2]1[CH:14]=[CH:13][C:12]2[C:11]3[C:6](=[CH:7][CH:8]=[CH:9][CH:10]=3)[NH:5][C:4]=2[CH:3]=1.[CH:15]([C:18]1[CH:23]=[CH:22][N:21]=[C:20](Cl)[CH:19]=1)([CH3:17])[CH3:16].N1CCC[C@H]1C(O)=O.C(=O)([O-])[O-].[K+].[K+]. (2) Given the product [ClH:36].[ClH:36].[C@H:1]1([NH:11][C:12]([C@@H:14]2[CH2:19][N:18]3[CH2:20][CH2:21][CH2:22][C@@H:17]3[CH2:16][NH:15]2)=[O:13])[C:10]2[C:5](=[CH:6][CH:7]=[CH:8][CH:9]=2)[CH2:4][CH2:3][CH2:2]1, predict the reactants needed to synthesize it. The reactants are: [C@H:1]1([NH:11][C:12]([C@@H:14]2[CH2:19][N:18]3[CH2:20][CH2:21][CH2:22][C@@H:17]3[CH2:16][N:15]2C(OC(C)(C)C)=O)=[O:13])[C:10]2[C:5](=[CH:6][CH:7]=[CH:8][CH:9]=2)[CH2:4][CH2:3][CH2:2]1.C(OCC)(=O)C.[ClH:36]. (3) Given the product [F:16][C:12]1[CH:13]=[CH:14][CH:15]=[C:10]([C:7]2[CH:8]=[CH:9][C:4]([CH2:3][NH:2][C:26](=[O:27])[C:25]3[CH:29]=[CH:30][CH:31]=[C:23]([OH:22])[CH:24]=3)=[C:5]([F:21])[CH:6]=2)[C:11]=1[C:17]([O:19][CH3:20])=[O:18], predict the reactants needed to synthesize it. The reactants are: Cl.[NH2:2][CH2:3][C:4]1[CH:9]=[CH:8][C:7]([C:10]2[C:11]([C:17]([O:19][CH3:20])=[O:18])=[C:12]([F:16])[CH:13]=[CH:14][CH:15]=2)=[CH:6][C:5]=1[F:21].[OH:22][C:23]1[CH:24]=[C:25]([CH:29]=[CH:30][CH:31]=1)[C:26](O)=[O:27].O.ON1C2C=CC=CC=2N=N1.C(N(CC)CC)C.Cl.CN(C)CCCN=C=NCC. (4) Given the product [CH2:6]([C@H:5]([NH:13][C:14](=[O:22])[O:15][CH2:16][C:17]1[S:21][CH:20]=[N:19][CH:18]=1)[C@@H:4]([OH:23])[CH2:3][C@@H:2]([NH:1][S:33]([N:32]([CH3:37])[CH3:31])(=[O:35])=[O:34])[CH2:24][C:25]1[CH:26]=[CH:27][CH:28]=[CH:29][CH:30]=1)[C:7]1[CH:12]=[CH:11][CH:10]=[CH:9][CH:8]=1, predict the reactants needed to synthesize it. The reactants are: [NH2:1][C@@H:2]([CH2:24][C:25]1[CH:30]=[CH:29][CH:28]=[CH:27][CH:26]=1)[CH2:3][C@H:4]([OH:23])[C@@H:5]([NH:13][C:14](=[O:22])[O:15][CH2:16][C:17]1[S:21][CH:20]=[N:19][CH:18]=1)[CH2:6][C:7]1[CH:12]=[CH:11][CH:10]=[CH:9][CH:8]=1.[CH3:31][N:32]([CH3:37])[S:33](Cl)(=[O:35])=[O:34]. (5) Given the product [F:11][CH:10]([F:12])[CH2:9][N:4]1[CH:3]=[C:2]([I:1])[N:6]=[C:5]1[CH3:7], predict the reactants needed to synthesize it. The reactants are: [I:1][C:2]1[NH:6][C:5]([CH3:7])=[N:4][CH:3]=1.Br[CH2:9][CH:10]([F:12])[F:11]. (6) Given the product [CH3:13][NH:12][C:9]1[C:10]2[N:11]=[C:2]([C:24]3[CH:25]=[CH:26][C:21]([F:20])=[CH:22][CH:23]=3)[N:3]=[C:4]([NH:18][CH3:19])[C:5]=2[N:6]=[C:7]([NH:14][CH2:15][CH2:16][CH3:17])[N:8]=1, predict the reactants needed to synthesize it. The reactants are: Cl[C:2]1[N:3]=[C:4]([NH:18][CH3:19])[C:5]2[N:6]=[C:7]([NH:14][CH2:15][CH2:16][CH3:17])[N:8]=[C:9]([NH:12][CH3:13])[C:10]=2[N:11]=1.[F:20][C:21]1[CH:26]=[CH:25][C:24](B(O)O)=[CH:23][CH:22]=1.C([O-])([O-])=O.[Na+].[Na+].O.